Predict the reactants needed to synthesize the given product. From a dataset of Full USPTO retrosynthesis dataset with 1.9M reactions from patents (1976-2016). The reactants are: [F:1][C:2]([F:16])([F:15])[C:3]1[CH:4]=[C:5]([NH2:14])[C:6]([NH2:13])=[CH:7][C:8]=1[C:9]([F:12])([F:11])[F:10].C([O:21][C:22](=O)[CH2:23][C:24]([C:26]1[CH:31]=[CH:30][CH:29]=[C:28]([C:32]2[CH:37]=[CH:36][N:35]=[C:34]([CH3:38])[CH:33]=2)[CH:27]=1)=O)(C)(C)C.C(O)(C(F)(F)F)=O. Given the product [CH3:38][C:34]1[CH:33]=[C:32]([C:28]2[CH:27]=[C:26]([C:24]3[CH2:23][C:22](=[O:21])[NH:13][C:6]4[CH:7]=[C:8]([C:9]([F:12])([F:11])[F:10])[C:3]([C:2]([F:15])([F:16])[F:1])=[CH:4][C:5]=4[N:14]=3)[CH:31]=[CH:30][CH:29]=2)[CH:37]=[CH:36][N:35]=1, predict the reactants needed to synthesize it.